Dataset: Full USPTO retrosynthesis dataset with 1.9M reactions from patents (1976-2016). Task: Predict the reactants needed to synthesize the given product. Given the product [NH2:9][C:4]1[C:3]([N+:12]([O-:14])=[O:13])=[C:2]([CH3:1])[CH:7]=[CH:6][C:5]=1[OH:8], predict the reactants needed to synthesize it. The reactants are: [CH3:1][C:2]1[CH:7]=[CH:6][C:5]([OH:8])=[C:4]([N+:9]([O-])=O)[C:3]=1[N+:12]([O-:14])=[O:13].[Cl-].[NH4+].